From a dataset of Forward reaction prediction with 1.9M reactions from USPTO patents (1976-2016). Predict the product of the given reaction. (1) Given the reactants [Br:1][C:2]1[CH:3]=[N:4][C:5]([Cl:11])=[C:6]([CH:10]=1)[C:7]([OH:9])=[O:8].OS(O)(=O)=O.[CH3:17]O, predict the reaction product. The product is: [CH3:17][O:8][C:7](=[O:9])[C:6]1[CH:10]=[C:2]([Br:1])[CH:3]=[N:4][C:5]=1[Cl:11]. (2) Given the reactants [CH2:1]([NH:3][C:4]1[C:5]([NH2:10])=[CH:6][CH:7]=[CH:8][CH:9]=1)[CH3:2].O=[C:12]([CH3:16])[C:13](O)=[O:14], predict the reaction product. The product is: [CH2:1]([N:3]1[C:4]2[C:5](=[CH:6][CH:7]=[CH:8][CH:9]=2)[N:10]=[C:12]([CH3:16])[C:13]1=[O:14])[CH3:2]. (3) Given the reactants [Cl:1][C:2]1[CH:3]=[C:4]([NH2:19])[CH:5]=[N:6][C:7]=1[O:8][C:9]1[CH:10]=[C:11]2[C:16](=[CH:17][CH:18]=1)[N:15]=[CH:14][CH:13]=[CH:12]2.[F:20][C:21]1[CH:26]=[C:25]([F:27])[CH:24]=[CH:23][C:22]=1[S:28](Cl)(=[O:30])=[O:29], predict the reaction product. The product is: [Cl:1][C:2]1[CH:3]=[C:4]([NH:19][S:28]([C:22]2[CH:23]=[CH:24][C:25]([F:27])=[CH:26][C:21]=2[F:20])(=[O:30])=[O:29])[CH:5]=[N:6][C:7]=1[O:8][C:9]1[CH:10]=[C:11]2[C:16](=[CH:17][CH:18]=1)[N:15]=[CH:14][CH:13]=[CH:12]2. (4) The product is: [F:35][C:32]([F:33])([F:34])[C:30]1[CH:29]=[C:28]([CH2:36][OH:37])[CH:27]=[C:26]([CH2:25][C:21]2[CH:20]=[C:19]3[C:24](=[CH:23][CH:22]=2)[CH:16]([NH:15][CH2:46][C:41]2[C:40]([C:39]([F:48])([F:38])[F:49])=[CH:45][CH:44]=[CH:43][N:42]=2)[CH2:17][CH2:18]3)[CH:31]=1. Given the reactants C(O[BH-](OC(=O)C)OC(=O)C)(=O)C.[Na+].[NH2:15][CH:16]1[C:24]2[C:19](=[CH:20][C:21]([CH2:25][C:26]3[CH:27]=[C:28]([CH2:36][OH:37])[CH:29]=[C:30]([C:32]([F:35])([F:34])[F:33])[CH:31]=3)=[CH:22][CH:23]=2)[CH2:18][CH2:17]1.[F:38][C:39]([F:49])([F:48])[C:40]1[C:41]([CH:46]=O)=[N:42][CH:43]=[CH:44][CH:45]=1.C([O-])(O)=O.[Na+], predict the reaction product. (5) Given the reactants [CH2:1]([CH:8]1[CH2:13][CH2:12][N:11]([CH2:14][CH2:15][NH2:16])[CH2:10][CH2:9]1)[C:2]1[CH:7]=[CH:6][CH:5]=[CH:4][CH:3]=1.[CH3:17][C:18]1[CH:23]=[C:22]([NH:24][C:25](NC2C=C(C)N=C(C)C=2)=[O:26])[CH:21]=[C:20]([CH3:36])[N:19]=1, predict the reaction product. The product is: [CH2:1]([CH:8]1[CH2:9][CH2:10][N:11]([CH2:14][CH2:15][NH:16][C:25]([NH:24][C:22]2[CH:23]=[C:18]([CH3:17])[N:19]=[C:20]([CH3:36])[CH:21]=2)=[O:26])[CH2:12][CH2:13]1)[C:2]1[CH:7]=[CH:6][CH:5]=[CH:4][CH:3]=1. (6) Given the reactants [CH3:1][N:2]([CH3:17])[S:3]([N:6]([CH3:16])[C:7]1[C:12]([Cl:13])=[C:11](Cl)[N:10]=[C:9]([Cl:15])[N:8]=1)(=[O:5])=[O:4].[CH3:18][O:19][C:20]1[NH:24][N:23]=[C:22]([NH2:25])[CH:21]=1.CCN(C(C)C)C(C)C, predict the reaction product. The product is: [Cl:15][C:9]1[N:8]=[C:7]([N:6]([CH3:16])[S:3]([N:2]([CH3:17])[CH3:1])(=[O:5])=[O:4])[C:12]([Cl:13])=[C:11]([NH:25][C:22]2[CH:21]=[C:20]([O:19][CH3:18])[NH:24][N:23]=2)[N:10]=1. (7) Given the reactants [CH2:1]([O:3][C:4]([C:6]1[N:7]=[C:8]2[C:13]([C:14]([CH3:16])=[CH2:15])=[CH:12][C:11]([C:17]3[CH:22]=[CH:21][CH:20]=[CH:19][CH:18]=3)=[CH:10][N:9]2[CH:23]=1)=[O:5])C, predict the reaction product. The product is: [CH3:1][O:3][C:4]([C:6]1[N:7]=[C:8]2[C:13]([CH:14]([CH3:16])[CH3:15])=[CH:12][C:11]([C:17]3[CH:18]=[CH:19][CH:20]=[CH:21][CH:22]=3)=[CH:10][N:9]2[CH:23]=1)=[O:5]. (8) Given the reactants NC1C=CC(F)=CC=1C(NC)=O.[F:13][C:14]1[CH:23]=[CH:22][C:17]([C:18]([NH:20][CH3:21])=[O:19])=[C:16]([N+:24]([O-])=O)[CH:15]=1, predict the reaction product. The product is: [NH2:24][C:16]1[CH:15]=[C:14]([F:13])[CH:23]=[CH:22][C:17]=1[C:18]([NH:20][CH3:21])=[O:19]. (9) Given the reactants [H-].[H-].[H-].[H-].[Li+].[Al+3].[NH2:7][C:8]1[CH:9]=[N:10][N:11]([CH:13]2[CH2:17][CH2:16][N:15]([C:18](OC(C)(C)C)=O)[CH2:14]2)[CH:12]=1, predict the reaction product. The product is: [CH3:18][N:15]1[CH2:16][CH2:17][CH:13]([N:11]2[CH:12]=[C:8]([NH2:7])[CH:9]=[N:10]2)[CH2:14]1. (10) Given the reactants [Cl:1][C:2]1[CH:3]=[C:4]2[C:8](=[C:9]([N+:11]([O-:13])=[O:12])[CH:10]=1)[NH:7]C(=O)[C:5]2=[O:15].[OH:16]O.Cl, predict the reaction product. The product is: [NH2:7][C:8]1[C:9]([N+:11]([O-:13])=[O:12])=[CH:10][C:2]([Cl:1])=[CH:3][C:4]=1[C:5]([OH:15])=[O:16].